From a dataset of Reaction yield outcomes from USPTO patents with 853,638 reactions. Predict the reaction yield, written as a fraction of the theoretical maximum amount of product (1.0 means a 100% yield; for example, 0.34 means a 34% yield). (1) The reactants are [NH2:1][C@H:2]([C:4]([OH:6])=[O:5])[CH3:3].[CH3:7][C:8]1[CH:13]=[CH:12][C:11]([CH3:14])=[CH:10][C:9]=1[S:15]([OH:18])(=[O:17])=[O:16]. The catalyst is C(O)C. The product is [CH3:7][C:8]1[CH:13]=[CH:12][C:11]([CH3:14])=[CH:10][C:9]=1[S:15]([OH:18])(=[O:17])=[O:16].[CH2:7]([O:5][C:4](=[O:6])[C@H:2]([CH3:3])[NH2:1])[CH3:8]. The yield is 0.705. (2) The reactants are [Cl:1][C:2]1[CH:3]=[C:4]([CH:7]=[C:8]([OH:11])[C:9]=1[OH:10])[CH:5]=[O:6].[C:12]([O-])([O-])=O.[Cs+].[Cs+].O. The catalyst is CN(C=O)C. The product is [Cl:1][C:2]1[C:9]2[O:10][CH2:12][O:11][C:8]=2[CH:7]=[C:4]([CH:5]=[O:6])[CH:3]=1. The yield is 0.700. (3) The reactants are C[O:2][C:3]1[CH:4]=[C:5]2[C:10](=[CH:11][CH:12]=1)[CH:9]=[C:8]([C:13]1[N:14]([CH3:24])[C:15]([C:18]3[CH:23]=[CH:22][CH:21]=[CH:20][CH:19]=3)=[CH:16][CH:17]=1)[CH:7]=[CH:6]2.Cl.N1C=CC=CC=1. The catalyst is CCOC(C)=O. The product is [CH3:24][N:14]1[C:15]([C:18]2[CH:19]=[CH:20][CH:21]=[CH:22][CH:23]=2)=[CH:16][CH:17]=[C:13]1[C:8]1[CH:9]=[C:10]2[C:5](=[CH:6][CH:7]=1)[CH:4]=[C:3]([OH:2])[CH:12]=[CH:11]2. The yield is 0.910.